This data is from Full USPTO retrosynthesis dataset with 1.9M reactions from patents (1976-2016). The task is: Predict the reactants needed to synthesize the given product. (1) Given the product [C:12]([C:10]1[N:11]=[C:6]([C:4]([NH:27][CH2:28][C:29]([OH:31])=[O:30])=[O:5])[C:7]([OH:26])=[C:8]2[CH:16]=[CH:15][N:14]([CH2:17][C:18]3[CH:23]=[CH:22][C:21]([F:24])=[C:20]([F:25])[CH:19]=3)[C:9]=12)#[N:13], predict the reactants needed to synthesize it. The reactants are: C(O[C:4]([C:6]1[C:7]([OH:26])=[C:8]2[CH:16]=[CH:15][N:14]([CH2:17][C:18]3[CH:23]=[CH:22][C:21]([F:24])=[C:20]([F:25])[CH:19]=3)[C:9]2=[C:10]([C:12]#[N:13])[N:11]=1)=[O:5])C.[NH2:27][CH2:28][C:29]([OH:31])=[O:30].C[O-].[Na+].CO. (2) Given the product [C:13]([O:16][C:17]([NH:1][C:2]1[S:6][CH:5]=[C:4]([C:7]([O:9][CH3:10])=[O:8])[C:3]=1[CH3:11])=[O:18])([CH3:15])([CH3:14])[CH3:12], predict the reactants needed to synthesize it. The reactants are: [NH2:1][C:2]1[S:6][CH:5]=[C:4]([C:7]([O:9][CH3:10])=[O:8])[C:3]=1[CH3:11].[CH3:12][C:13]([O:16][C:17](O[C:17]([O:16][C:13]([CH3:15])([CH3:14])[CH3:12])=[O:18])=[O:18])([CH3:15])[CH3:14]. (3) The reactants are: [Li+].[BH4-].C1(C)C=CC=CC=1.C[O:11][C:12](=O)[C:13]1[CH:18]=[C:17]([Cl:19])[CH:16]=[CH:15][C:14]=1[C:20]#[N:21]. Given the product [NH2:21][CH2:20][C:14]1[CH:15]=[CH:16][C:17]([Cl:19])=[CH:18][C:13]=1[CH2:12][OH:11], predict the reactants needed to synthesize it. (4) The reactants are: [CH2:1]([O:3][C:4]([C:6]1[C:10]([CH2:11][OH:12])=[CH:9][S:8][C:7]=1[NH:13][C:14]([O:16][C:17]([CH3:20])([CH3:19])[CH3:18])=[O:15])=[O:5])[CH3:2]. Given the product [CH2:1]([O:3][C:4]([C:6]1[C:10]([CH:11]=[O:12])=[CH:9][S:8][C:7]=1[NH:13][C:14]([O:16][C:17]([CH3:18])([CH3:20])[CH3:19])=[O:15])=[O:5])[CH3:2], predict the reactants needed to synthesize it. (5) Given the product [C:54](=[O:55])([O:52][CH:50]([C@:10]12[O:32][C@:13]([C:33]3[CH:38]=[CH:37][C:36]([Cl:39])=[C:35]([CH2:40][C:41]4[CH:42]=[CH:43][C:44]([O:47][CH2:48][CH3:49])=[CH:45][CH:46]=4)[CH:34]=3)([O:12][CH2:11]1)[C@H:14]([O:24][CH2:25][C:26]1[CH:31]=[CH:30][CH:29]=[CH:28][CH:27]=1)[C@@H:15]([O:16][CH2:17][C:18]1[CH:19]=[CH:20][CH:21]=[CH:22][CH:23]=1)[CH:9]2[O:8][CH2:1][C:2]1[CH:7]=[CH:6][CH:5]=[CH:4][CH:3]=1)[CH3:51])[O:56][CH:57]([CH3:59])[CH3:58], predict the reactants needed to synthesize it. The reactants are: [CH2:1]([O:8][C@H:9]1[C@H:15]([O:16][CH2:17][C:18]2[CH:23]=[CH:22][CH:21]=[CH:20][CH:19]=2)[C@@H:14]([O:24][CH2:25][C:26]2[CH:31]=[CH:30][CH:29]=[CH:28][CH:27]=2)[C@:13]2([C:33]3[CH:38]=[CH:37][C:36]([Cl:39])=[C:35]([CH2:40][C:41]4[CH:46]=[CH:45][C:44]([O:47][CH2:48][CH3:49])=[CH:43][CH:42]=4)[CH:34]=3)[O:32][C@@:10]1([CH:50]([OH:52])[CH3:51])[CH2:11][O:12]2)[C:2]1[CH:7]=[CH:6][CH:5]=[CH:4][CH:3]=1.Cl[C:54]([O:56][CH:57]([CH3:59])[CH3:58])=[O:55].C(N(CC)CC)C. (6) Given the product [ClH:73].[NH2:8][CH2:9][C@H:10]1[CH2:11][CH2:12][C@H:13]([C:16]([NH:18][C@@H:19]([CH2:43][C:44]2[CH:45]=[CH:46][C:47]([C:50]3[CH:55]=[CH:54][C:53]([C:56](=[O:71])[NH:57][CH:58]4[CH2:59][CH2:60][NH:61][CH2:62][CH2:63]4)=[CH:52][C:51]=3[CH3:72])=[CH:48][CH:49]=2)[C:20]([NH:22][C:23]2[CH:28]=[CH:27][C:26]([C:29]3[NH:33][N:32]=[C:31]([C:34]([F:42])([F:41])[C:35]([F:39])([F:40])[C:36]([OH:38])=[O:37])[N:30]=3)=[CH:25][CH:24]=2)=[O:21])=[O:17])[CH2:14][CH2:15]1, predict the reactants needed to synthesize it. The reactants are: C(OC([NH:8][CH2:9][C@H:10]1[CH2:15][CH2:14][C@H:13]([C:16]([NH:18][C@@H:19]([CH2:43][C:44]2[CH:49]=[CH:48][C:47]([C:50]3[CH:55]=[CH:54][C:53]([C:56](=[O:71])[NH:57][CH:58]4[CH2:63][CH2:62][N:61](C(OC(C)(C)C)=O)[CH2:60][CH2:59]4)=[CH:52][C:51]=3[CH3:72])=[CH:46][CH:45]=2)[C:20]([NH:22][C:23]2[CH:28]=[CH:27][C:26]([C:29]3[NH:33][N:32]=[C:31]([C:34]([F:42])([F:41])[C:35]([F:40])([F:39])[C:36]([OH:38])=[O:37])[N:30]=3)=[CH:25][CH:24]=2)=[O:21])=[O:17])[CH2:12][CH2:11]1)=O)(C)(C)C.[ClH:73]. (7) The reactants are: Cl[C:2]1[C:7]([O:8][CH3:9])=[CH:6][C:5]([N+:10]([O-:12])=[O:11])=[CH:4][N:3]=1.[OH-].[NH4+:14].C(O)C. Given the product [NH2:14][C:2]1[C:7]([O:8][CH3:9])=[CH:6][C:5]([N+:10]([O-:12])=[O:11])=[CH:4][N:3]=1, predict the reactants needed to synthesize it. (8) Given the product [CH:26]1([CH2:29][C@@H:30]([C:31]([OH:33])=[O:32])[NH:34][C:35]([C:13]2[C:14]([NH:20][C:10]([NH:9][C:3]3[C:2]([Cl:1])=[CH:7][CH:6]=[CH:5][C:4]=3[Cl:8])=[O:11])=[CH:15][C:16]3[C:17](=[CH:7][CH:2]=[CH:3][CH:4]=3)[CH:18]=2)=[O:37])[CH2:25][CH2:24][CH2:23][CH2:28][CH2:27]1, predict the reactants needed to synthesize it. The reactants are: [Cl:1][C:2]1[CH:7]=[CH:6][CH:5]=[C:4]([Cl:8])[C:3]=1[N:9]=[C:10]=[O:11].Cl[C:13]1[CH:18]=[CH:17][CH:16]=[C:15](C)[C:14]=1[N:20]=C=O.[CH2:23]1[CH2:28][CH2:27][CH:26]([CH2:29][C@H:30]([NH:34][C:35]([O:37]CC2C3C(=CC=CC=3)C3C2=CC=CC=3)=O)[C:31]([OH:33])=[O:32])[CH2:25][CH2:24]1.